Dataset: Full USPTO retrosynthesis dataset with 1.9M reactions from patents (1976-2016). Task: Predict the reactants needed to synthesize the given product. (1) Given the product [ClH:1].[ClH:1].[CH3:2][O:3][C:4]1[CH:19]=[CH:18][C:7]([CH2:8][NH:9][NH2:10])=[CH:6][CH:5]=1, predict the reactants needed to synthesize it. The reactants are: [ClH:1].[CH3:2][O:3][C:4]1[CH:19]=[CH:18][C:7]([CH2:8][NH:9][NH:10]C(OC(C)(C)C)=O)=[CH:6][CH:5]=1. (2) Given the product [C:1]([C:5]1[CH:9]=[C:8]([CH2:10][NH:11][C:32]([NH:31][C:28]2[CH:27]=[CH:26][C:25]([C:21]([OH:24])([CH2:20][OH:19])[CH2:22][OH:23])=[CH:30][CH:29]=2)=[O:33])[N:7]([C:12]2[CH:17]=[CH:16][CH:15]=[C:14]([Cl:18])[CH:13]=2)[N:6]=1)([CH3:4])([CH3:2])[CH3:3], predict the reactants needed to synthesize it. The reactants are: [C:1]([C:5]1[CH:9]=[C:8]([CH2:10][NH2:11])[N:7]([C:12]2[CH:17]=[CH:16][CH:15]=[C:14]([Cl:18])[CH:13]=2)[N:6]=1)([CH3:4])([CH3:3])[CH3:2].[OH:19][CH2:20][C:21]([C:25]1[CH:30]=[CH:29][C:28]([NH:31][C:32](=O)[O:33]C2C=CC=CC=2)=[CH:27][CH:26]=1)([OH:24])[CH2:22][OH:23]. (3) Given the product [OH:32][C:24]1[CH:23]=[C:22]([C:20](=[O:21])[CH2:19][N:5]2[C:1](=[O:11])[C:2]3[C:3](=[CH:7][CH:8]=[CH:9][CH:10]=3)[C:4]2=[O:6])[CH:27]=[C:26]([N+:28]([O-:30])=[O:29])[C:25]=1[OH:31], predict the reactants needed to synthesize it. The reactants are: [C:1]1(=[O:11])[NH:5][C:4](=[O:6])[C:3]2=[CH:7][CH:8]=[CH:9][CH:10]=[C:2]12.C(=O)([O-])[O-].[K+].[K+].Cl[CH2:19][C:20]([C:22]1[CH:27]=[C:26]([N+:28]([O-:30])=[O:29])[C:25]([OH:31])=[C:24]([OH:32])[CH:23]=1)=[O:21]. (4) Given the product [OH:1][C@H:2]1[CH2:6][CH2:5][C@@H:4]([C:7]([NH:9][C@H:10]([CH3:21])[C:11]([OH:13])=[O:12])=[O:8])[CH2:3]1, predict the reactants needed to synthesize it. The reactants are: [OH:1][C@H:2]1[CH2:6][CH2:5][C@@H:4]([C:7]([NH:9][C@H:10]([CH3:21])[C:11]([O:13]CC2C=CC=CC=2)=[O:12])=[O:8])[CH2:3]1. (5) Given the product [Cl:9][C:10]1[N:15]=[C:14]([NH:2][C@@H:3]([CH:6]2[CH2:8][CH2:7]2)[CH2:4][OH:5])[CH:13]=[C:12]([CH3:17])[N:11]=1, predict the reactants needed to synthesize it. The reactants are: Cl.[NH2:2][C@@H:3]([CH:6]1[CH2:8][CH2:7]1)[CH2:4][OH:5].[Cl:9][C:10]1[N:15]=[C:14](Cl)[CH:13]=[C:12]([CH3:17])[N:11]=1.C(N(C(C)C)C(C)C)C. (6) Given the product [CH3:1][C:2]1[CH:3]=[C:4]([C:9]([O:8][CH3:6])=[O:10])[C:5](=[CH:11][C:12]=1[N+:18]([O-:21])=[O:19])[C:22]([O:24][CH3:32])=[O:25], predict the reactants needed to synthesize it. The reactants are: [CH3:1][C:2]1[CH:3]=[C:4]2[C:9](=[O:10])[O:8][C:6](=O)[C:5]2=[CH:11][CH:12]=1.S(=O)(=O)(O)O.[N+:18]([O-:21])(O)=[O:19].[C:22](=[O:25])([O-:24])[O-].[K+].[K+].S(OC)(O[CH3:32])(=O)=O. (7) The reactants are: Cl[C:2]1[CH:3]=[C:4]([CH:9]=[CH:10][N:11]=1)[C:5]([O:7][CH3:8])=[O:6].[Cl:12][C:13]1[CH:18]=[C:17]([F:19])[CH:16]=[CH:15][C:14]=1B(O)O.C(=O)([O-])[O-].[K+].[K+].Cl. Given the product [Cl:12][C:13]1[CH:18]=[C:17]([F:19])[CH:16]=[CH:15][C:14]=1[C:2]1[CH:3]=[C:4]([CH:9]=[CH:10][N:11]=1)[C:5]([O:7][CH3:8])=[O:6], predict the reactants needed to synthesize it. (8) Given the product [CH2:1]([O:3][C:4](=[O:29])[CH2:5][O:6][C:7]1[CH:12]=[CH:11][C:10]([OH:13])=[CH:9][C:8]=1[CH2:21][CH2:22][C:23]1[CH:28]=[CH:27][CH:26]=[CH:25][CH:24]=1)[CH3:2], predict the reactants needed to synthesize it. The reactants are: [CH2:1]([O:3][C:4](=[O:29])[CH2:5][O:6][C:7]1[CH:12]=[CH:11][C:10]([O:13]CC2C=CC=CC=2)=[CH:9][C:8]=1[CH2:21][CH2:22][C:23]1[CH:28]=[CH:27][CH:26]=[CH:25][CH:24]=1)[CH3:2].[H][H]. (9) Given the product [CH:22]1([C:2]2[C:11]3[CH2:10][O:9][C:8]([NH:12][C@H:13]4[C:21]5[C:16](=[CH:17][CH:18]=[CH:19][CH:20]=5)[CH2:15][CH2:14]4)=[N:7][C:6]=3[CH:5]=[CH:4][CH:3]=2)[CH2:24][CH2:23]1, predict the reactants needed to synthesize it. The reactants are: Br[C:2]1[C:11]2[CH2:10][O:9][C:8]([NH:12][C@H:13]3[C:21]4[C:16](=[CH:17][CH:18]=[CH:19][CH:20]=4)[CH2:15][CH2:14]3)=[N:7][C:6]=2[CH:5]=[CH:4][CH:3]=1.[CH:22]1(B(O)O)[CH2:24][CH2:23]1.C1(P(C2CCCCC2)C2CCCCC2)CCCCC1.P([O-])([O-])([O-])=O.[K+].[K+].[K+]. (10) Given the product [ClH:1].[CH3:36][O:35][C:34]1[C:4]([O:3][CH3:2])=[CH:5][C:6]2[CH2:12][CH2:11][N:10]([C:13](=[O:32])[CH2:14][CH2:15][N:16]([CH2:17][CH:18]3[CH2:25][C:24]4[C:19]3=[CH:20][CH:21]=[C:22]([O:26][CH2:27][C:28]([NH:30][CH3:31])=[O:29])[CH:23]=4)[CH3:39])[CH2:9][CH2:8][C:7]=2[CH:33]=1, predict the reactants needed to synthesize it. The reactants are: [ClH:1].[CH3:2][O:3][C:4]1[C:34]([O:35][CH3:36])=[CH:33][C:7]2[CH2:8][CH2:9][N:10]([C:13](=[O:32])[CH2:14][CH2:15][NH:16][CH2:17][CH:18]3[CH2:25][C:24]4[C:19]3=[CH:20][CH:21]=[C:22]([O:26][CH2:27][C:28]([NH:30][CH3:31])=[O:29])[CH:23]=4)[CH2:11][CH2:12][C:6]=2[CH:5]=1.C=O.[C:39]([BH3-])#N.[Na+].